This data is from Catalyst prediction with 721,799 reactions and 888 catalyst types from USPTO. The task is: Predict which catalyst facilitates the given reaction. (1) Reactant: [N:1]1([C:5]([C:7]2[N:8]=[CH:9][C:10]([O:13][C:14]3[CH:15]=[C:16]([CH:20]=[C:21]([O:23][C@H:24]4[CH2:28][CH2:27][O:26][CH2:25]4)[CH:22]=3)[C:17]([OH:19])=O)=[N:11][CH:12]=2)=[O:6])[CH2:4][CH2:3][CH2:2]1.CN(C(ON1N=NC2C=CC=NC1=2)=[N+](C)C)C.F[P-](F)(F)(F)(F)F.[NH2:53][C:54]1[S:55][CH:56]=[C:57]([CH3:59])[N:58]=1.CCN(C(C)C)C(C)C. Product: [N:1]1([C:5]([C:7]2[N:8]=[CH:9][C:10]([O:13][C:14]3[CH:15]=[C:16]([CH:20]=[C:21]([O:23][C@H:24]4[CH2:28][CH2:27][O:26][CH2:25]4)[CH:22]=3)[C:17]([NH:53][C:54]3[S:55][CH:56]=[C:57]([CH3:59])[N:58]=3)=[O:19])=[N:11][CH:12]=2)=[O:6])[CH2:4][CH2:3][CH2:2]1. The catalyst class is: 3. (2) Reactant: [Br:1][C:2]1[CH:7]=[CH:6][C:5]([OH:8])=[CH:4][CH:3]=1.[CH3:9][N:10]([CH3:15])[CH2:11][C@@H:12](O)[CH3:13].C1(P(C2C=CC=CC=2)C2C=CC=CC=2)C=CC=CC=1.N(C(OC(C)(C)C)=O)=NC(OC(C)(C)C)=O. Product: [Br:1][C:2]1[CH:7]=[CH:6][C:5]([O:8][C@H:12]([CH3:13])[CH2:11][N:10]([CH3:15])[CH3:9])=[CH:4][CH:3]=1. The catalyst class is: 4.